This data is from Forward reaction prediction with 1.9M reactions from USPTO patents (1976-2016). The task is: Predict the product of the given reaction. Given the reactants [CH3:1][C:2]1([C:7]2[O:11][C:10]([CH2:12][N:13]3[CH:17]=[CH:16][C:15]([NH2:18])=[N:14]3)=[CH:9][CH:8]=2)[O:6]CCO1.[F:19][C:20]1[CH:25]=[CH:24][C:23]([C:26]2[S:30][CH:29]=[N:28][C:27]=2[C:31](O)=[O:32])=[CH:22][CH:21]=1, predict the reaction product. The product is: [C:2]([C:7]1[O:11][C:10]([CH2:12][N:13]2[CH:17]=[CH:16][C:15]([NH:18][C:31]([C:27]3[N:28]=[CH:29][S:30][C:26]=3[C:23]3[CH:24]=[CH:25][C:20]([F:19])=[CH:21][CH:22]=3)=[O:32])=[N:14]2)=[CH:9][CH:8]=1)(=[O:6])[CH3:1].